Task: Binary Classification. Given a miRNA mature sequence and a target amino acid sequence, predict their likelihood of interaction.. Dataset: Experimentally validated miRNA-target interactions with 360,000+ pairs, plus equal number of negative samples (1) The miRNA is hsa-miR-6766-5p with sequence CGGGUGGGAGCAGAUCUUAUUGAG. The protein sequence of the target gene is MAAPAPGAGAASGGAGCSGGGAGAGAGSGSGAAGAGGRLPSRVLELVFSYLELSELRSCALVCKHWYRCLHGDENSEVWRSLCARSLAEEALRTDILCNLPSYKAKIRAFQHAFSTNDCSRNVYIKKNGFTLHRNPIAQSTDGARTKIGFSEGRHAWEVWWEGPLGTVAVIGIATKRAPMQCQGYVALLGSDDQSWGWNLVDNNLLHNGEVNGSFPQCNNAPKYQIGERIRVILDMEDKTLAFERGYEFLGVAFRGLPKVCLYPAVSAVYGNTEVTLVYLGKPLDG. Result: 1 (interaction). (2) The miRNA is hsa-miR-221-3p with sequence AGCUACAUUGUCUGCUGGGUUUC. The protein sequence of the target gene is MSPQKRVKNVQAQNRTSQGSSSFQTTLSAWKVKQDPSNSKNISKHGQNNPVGDYEHADDQAEEDALQMAVGYFEKGPIKASQNKDKTLEKHLKTVENVAWKNGLASEEIDILLNIALSGKFGNAVNTRILKCMIPATVISEDSVVKAVSWLCVGKCSGSTKVLFYRWLVAMFDFIDRKEQINLLYGFFFASLQDDALCPYVCHLLYLLTKKENVKPFRVRKLLDLQAKMGMQPHLQALLSLYKFFAPALISVSLPVRKKIYFKNSENLWKTALLAVKQRNRGPSPEPLKLMLGPANVRPL.... Result: 0 (no interaction). (3) The miRNA is hsa-miR-6739-3p with sequence AUUGUUCUGUCUUUCUCCCAG. The protein sequence of the target gene is MSAAMRERFDRFLHEKNCMTDLLAKLEAKTGVNRSFIALGVIGLVALYLVFGYGASLLCNLIGFGYPAYISIKAIESPNKEDDTQWLTYWVVYGVFSIAEFFSDIFLSWFPFYYMLKCGFLLWCMAPSPSNGAELLYKRIIRPFFLKHESQMDSVVKDLKDKAKETADAITKEAKKATVNLLGEEKKST. Result: 1 (interaction). (4) The protein sequence of the target gene is MSSKKAKTKTTKKRPQRATSNVFAMFDQSQIQEFKEAFNMIDQNRDGFIDKEDLHDMLASLGKNPTDAYLDAMMNEAPGRINFTMFLTMFGEKLNGTDPEDVIRNAFACFDEEATGTIQEDYLRELLTTMGDRFTDEEVDELYREAPIDKKGNFNYIEFTRILKHGAKDKDD. The miRNA is hsa-miR-556-3p with sequence AUAUUACCAUUAGCUCAUCUUU. Result: 0 (no interaction). (5) The miRNA is hsa-miR-3128 with sequence UCUGGCAAGUAAAAAACUCUCAU. The protein sequence of the target gene is MSSSALTCGSTLEKSGDTWEMKALDSSRLVPWPPRGLGSSTQHPNKPHCALASCQGPGVLPGAASALPELTFQGDVCQSETCQRYLQAAISLDIAVSQINLLGRPSSPPALLIQQGSCEQVIHNSTPQFLGMEDGDNERTTGWLWRLCEDIDAEPSSTGCSRSNQLTFTEGCFVRSLSTVYSNTHIHTHL. Result: 0 (no interaction). (6) The miRNA is mmu-miR-3473c with sequence UCUCUCCAGCCCCCAUAAUAAG. The protein sequence of the target gene is MSGWADERGGEGDGRIYVGNLPTDVREKDLEDLFYKYGRIREIELKNRHGLVPFAFVRFEDPRDAEDAIYGRNGYDYGQCRLRVEFPRTYGGRGGWPRGGRNGPPTRRSDFRVLVSGLPPSGSWQDLKDHMREAGDVCYADVQKDGVGMVEYLRKEDMEYALRKLDDTKFRSHEGETSYIRVYPERSTSYGYSRSRSGSRGRDSPYQSRGSPHYFSPFRPY. Result: 0 (no interaction). (7) The miRNA is hsa-miR-6872-3p with sequence CCCAUGCCUCCUGCCGCGGUC. The protein sequence of the target gene is MAGTVRTACLVVAMLLSLDFPGQAQPPPPPPDATCHQVRSFFQRLQPGLKWVPETPVPGSDLQVCLPKGPTCCSRKMEEKYQLTARLNMEQLLQSASMELKFLIIQNAAVFQEAFEIVVRHAKNYTNAMFKNNYPSLTPQAFEFVGEFFTDVSLYILGSDINVDDMVNELFDSLFPVIYTQLMNPGLPDSALDINECLRGARRDLKVFGNFPKLIMTQVSKSLQVTRIFLQALNLGIEVINTTDHLKFSKDCGRMLTRMWYCSYCQGLMMVKPCGGYCNVVMQGCMAGVVEIDKYWREYI.... Result: 0 (no interaction).